From a dataset of Full USPTO retrosynthesis dataset with 1.9M reactions from patents (1976-2016). Predict the reactants needed to synthesize the given product. (1) Given the product [Cl:20][C:21]1[C:25]([Cl:26])=[C:24]([C:27]([N:8]([C:5]2[CH:4]=[CH:3][C:2]([Cl:1])=[CH:7][CH:6]=2)[S:9]([C:12]2[CH:17]=[CH:16][C:15]([O:18][CH3:19])=[CH:14][CH:13]=2)(=[O:11])=[O:10])=[O:28])[S:23][N:22]=1, predict the reactants needed to synthesize it. The reactants are: [Cl:1][C:2]1[CH:7]=[CH:6][C:5]([NH:8][S:9]([C:12]2[CH:17]=[CH:16][C:15]([O:18][CH3:19])=[CH:14][CH:13]=2)(=[O:11])=[O:10])=[CH:4][CH:3]=1.[Cl:20][C:21]1[C:25]([Cl:26])=[C:24]([C:27](Cl)=[O:28])[S:23][N:22]=1.O. (2) Given the product [O:1]=[C:2]1[C:7]2[C:8]([C:16]3[CH:17]=[C:18]([C:21]([NH2:26])=[O:22])[S:19][CH:20]=3)=[CH:9][N:10]([CH:11]([CH2:12][CH3:13])[CH2:14][CH3:15])[C:6]=2[CH:5]=[CH:4][NH:3]1, predict the reactants needed to synthesize it. The reactants are: [O:1]=[C:2]1[C:7]2[C:8]([C:16]3[CH:17]=[C:18]([C:21](O)=[O:22])[S:19][CH:20]=3)=[CH:9][N:10]([CH:11]([CH2:14][CH3:15])[CH2:12][CH3:13])[C:6]=2[CH:5]=[CH:4][NH:3]1.CC[N:26]=C=NCCCN(C)C.Cl. (3) Given the product [C:24]([N:4]1[CH:3]([CH2:2][NH:1][C:37](=[O:40])[O:38][CH3:39])[C:7]2[CH:8]=[C:9]([C:12]3[C:20]4[C:15](=[CH:16][C:17]([F:21])=[CH:18][CH:19]=4)[NH:14][CH:13]=3)[CH:10]=[CH:11][C:6]=2[S:5]1(=[O:23])=[O:22])([CH3:27])([CH3:26])[CH3:25], predict the reactants needed to synthesize it. The reactants are: [NH2:1][CH2:2][CH:3]1[C:7]2[CH:8]=[C:9]([C:12]3[C:20]4[C:15](=[CH:16][C:17]([F:21])=[CH:18][CH:19]=4)[NH:14][CH:13]=3)[CH:10]=[CH:11][C:6]=2[S:5](=[O:23])(=[O:22])[N:4]1[C:24]([CH3:27])([CH3:26])[CH3:25].C(N(CC)C(C)C)(C)C.[C:37](Cl)(=[O:40])[O:38][CH3:39]. (4) The reactants are: [Cl:1][C:2]1[CH:3]=[C:4]([CH:8]2[C:12]([C:15]3[CH:20]=[CH:19][C:18]([Cl:21])=[CH:17][CH:16]=3)([C:13]#[N:14])[CH:11]([CH2:22][C:23]([CH3:26])([CH3:25])[CH3:24])[NH:10][CH:9]2[C:27]([OH:29])=O)[CH:5]=[CH:6][CH:7]=1.[N:30]1([CH2:36][C:37]([N:39]2[CH2:43][CH2:42][CH2:41][CH2:40]2)=[O:38])[CH2:35][CH2:34][NH:33][CH2:32][CH2:31]1.CN(C(ON1N=NC2C=CC=NC1=2)=[N+](C)C)C.F[P-](F)(F)(F)(F)F.CCN(C(C)C)C(C)C. Given the product [Cl:1][C:2]1[CH:3]=[C:4]([CH:8]2[CH:9]([C:27]([N:33]3[CH2:32][CH2:31][N:30]([CH2:36][C:37](=[O:38])[N:39]4[CH2:40][CH2:41][CH2:42][CH2:43]4)[CH2:35][CH2:34]3)=[O:29])[NH:10][CH:11]([CH2:22][C:23]([CH3:24])([CH3:26])[CH3:25])[C:12]2([C:15]2[CH:20]=[CH:19][C:18]([Cl:21])=[CH:17][CH:16]=2)[C:13]#[N:14])[CH:5]=[CH:6][CH:7]=1, predict the reactants needed to synthesize it. (5) The reactants are: [OH-].[Li+].[C:3]1([CH2:9][CH2:10][CH2:11][NH:12][C:13]2[N:23]=[CH:22][CH:21]=[CH:20][C:14]=2[C:15]([O:17]CC)=[O:16])[CH:8]=[CH:7][CH:6]=[CH:5][CH:4]=1. Given the product [C:3]1([CH2:9][CH2:10][CH2:11][NH:12][C:13]2[N:23]=[CH:22][CH:21]=[CH:20][C:14]=2[C:15]([OH:17])=[O:16])[CH:8]=[CH:7][CH:6]=[CH:5][CH:4]=1, predict the reactants needed to synthesize it. (6) The reactants are: C([O:3][CH:4](OCC)[C:5]1[CH:12]=[CH:11][C:8]([CH:9]=[O:10])=[CH:7][CH:6]=1)C.[BH4-].[Na+]. Given the product [OH:10][CH2:9][C:8]1[CH:11]=[CH:12][C:5]([CH:4]=[O:3])=[CH:6][CH:7]=1, predict the reactants needed to synthesize it.